This data is from Peptide-MHC class II binding affinity with 134,281 pairs from IEDB. The task is: Regression. Given a peptide amino acid sequence and an MHC pseudo amino acid sequence, predict their binding affinity value. This is MHC class II binding data. (1) The peptide sequence is DGGRRKKGGWFGKHRGQGGSNP. The MHC is DRB1_1301 with pseudo-sequence DRB1_1301. The binding affinity (normalized) is 0. (2) The peptide sequence is TPVNIIGRNLLTQIG. The MHC is HLA-DQA10301-DQB10302 with pseudo-sequence HLA-DQA10301-DQB10302. The binding affinity (normalized) is 0. (3) The peptide sequence is WRSFLNKVKSLRILN. The MHC is DRB1_0802 with pseudo-sequence DRB1_0802. The binding affinity (normalized) is 0.750.